From a dataset of Forward reaction prediction with 1.9M reactions from USPTO patents (1976-2016). Predict the product of the given reaction. (1) Given the reactants [C:1]([NH:5][S:6]([C:9]1[CH:14]=[CH:13][CH:12]=[C:11]([C:15]2[N:23]3[C:18]([CH:19]=[N:20][C:21](O)=[N:22]3)=[CH:17][CH:16]=2)[CH:10]=1)(=[O:8])=[O:7])([CH3:4])([CH3:3])[CH3:2].[N:25]1([CH2:31][CH2:32][N:33]2[CH:41]=[C:40]3[C:35]([CH:36]=[C:37]([NH2:42])[CH:38]=[CH:39]3)=[N:34]2)[CH2:30][CH2:29][O:28][CH2:27][CH2:26]1.N1(CCN2C=C3C(C=CC(N)=C3)=N2)CCOCC1, predict the reaction product. The product is: [C:1]([NH:5][S:6]([C:9]1[CH:14]=[CH:13][CH:12]=[C:11]([C:15]2[N:23]3[C:18]([CH:19]=[N:20][C:21]([NH:42][C:37]4[CH:38]=[CH:39][C:40]5[C:35]([CH:36]=4)=[N:34][N:33]([CH2:32][CH2:31][N:25]4[CH2:30][CH2:29][O:28][CH2:27][CH2:26]4)[CH:41]=5)=[N:22]3)=[CH:17][CH:16]=2)[CH:10]=1)(=[O:8])=[O:7])([CH3:2])([CH3:3])[CH3:4]. (2) Given the reactants [F:1][C:2]1[CH:7]=[C:6](B2OC(C)(C)C(C)(C)O2)[CH:5]=[CH:4][C:3]=1[C:17]1[N:18]=[CH:19][C:20]([NH2:23])=[N:21][CH:22]=1.Br[C:25]1[CH:30]=[CH:29][CH:28]=[CH:27][C:26]=1[S:31]([N:34]1[CH2:39][CH2:38][CH:37]([C:40]#[N:41])[CH2:36][CH2:35]1)(=[O:33])=[O:32], predict the reaction product. The product is: [NH2:23][C:20]1[N:21]=[CH:22][C:17]([C:3]2[CH:4]=[CH:5][C:6]([C:25]3[CH:30]=[CH:29][CH:28]=[CH:27][C:26]=3[S:31]([N:34]3[CH2:35][CH2:36][CH:37]([C:40]#[N:41])[CH2:38][CH2:39]3)(=[O:32])=[O:33])=[CH:7][C:2]=2[F:1])=[N:18][CH:19]=1. (3) The product is: [NH2:28][C:24]1[CH:23]=[C:22]([S:19]([NH:18][C:16]2[CH:17]=[C:12]([C:6]3[NH:7][C:8]4[C:4]([CH:5]=3)=[CH:3][C:2]([F:1])=[C:10]([F:11])[CH:9]=4)[CH:13]=[CH:14][C:15]=2[O:31][CH3:32])(=[O:20])=[O:21])[CH:27]=[CH:26][CH:25]=1. Given the reactants [F:1][C:2]1[CH:3]=[C:4]2[C:8](=[CH:9][C:10]=1[F:11])[NH:7][C:6]([C:12]1[CH:13]=[CH:14][C:15]([O:31][CH3:32])=[C:16]([NH:18][S:19]([C:22]3[CH:27]=[CH:26][CH:25]=[C:24]([N+:28]([O-])=O)[CH:23]=3)(=[O:21])=[O:20])[CH:17]=1)=[CH:5]2, predict the reaction product.